From a dataset of Catalyst prediction with 721,799 reactions and 888 catalyst types from USPTO. Predict which catalyst facilitates the given reaction. (1) Reactant: [Sn](Cl)(Cl)(Cl)Cl.[CH2:6]([C:13]1[S:14][C:15]([CH3:19])=[C:16]([CH3:18])[CH:17]=1)[C:7]1[CH:12]=[CH:11][CH:10]=[CH:9][CH:8]=1.[C:20](Cl)(=[O:29])[C:21]1[CH:26]=[CH:25][C:24]([O:27][CH3:28])=[CH:23][CH:22]=1.ClCCl. Product: [CH2:6]([C:13]1[S:14][C:15]([CH3:19])=[C:16]([CH3:18])[C:17]=1[C:20]([C:21]1[CH:26]=[CH:25][C:24]([O:27][CH3:28])=[CH:23][CH:22]=1)=[O:29])[C:7]1[CH:8]=[CH:9][CH:10]=[CH:11][CH:12]=1. The catalyst class is: 6. (2) Reactant: Br[C:2]1[C:3]([OH:24])=[C:4]([NH:8][C:9]([NH:11][C:12]2[CH:17]=[C:16]([O:18][CH3:19])[C:15]([O:20][CH3:21])=[C:14]([O:22][CH3:23])[CH:13]=2)=S)[CH:5]=[CH:6][CH:7]=1.[OH-].[Na+].[C:27]1([CH3:37])[CH:32]=[CH:31][C:30](S(Cl)(=O)=O)=[CH:29][CH:28]=1. Product: [C:27]1([CH3:37])[CH:32]=[CH:31][CH:30]=[C:29]([C:2]2[C:3]3[O:24][C:9]([NH:11][C:12]4[CH:17]=[C:16]([O:18][CH3:19])[C:15]([O:20][CH3:21])=[C:14]([O:22][CH3:23])[CH:13]=4)=[N:8][C:4]=3[CH:5]=[CH:6][CH:7]=2)[CH:28]=1. The catalyst class is: 1. (3) Reactant: [Cl:1][C:2]1[CH:14]=[CH:13][C:5]([O:6][C@H:7]([CH3:12])[C:8]([O:10]C)=[O:9])=[CH:4][C:3]=1[CH2:15][N:16]1[C:24]2[C:19](=[CH:20][CH:21]=[C:22]([O:25][C:26]([F:29])([F:28])[F:27])[CH:23]=2)[C:18]([C:30]2[C:34]3[CH:35]=[CH:36][C:37]([O:39][CH3:40])=[CH:38][C:33]=3[O:32][N:31]=2)=[C:17]1[CH3:41].[OH-].[Na+]. Product: [Cl:1][C:2]1[CH:14]=[CH:13][C:5]([O:6][C@H:7]([CH3:12])[C:8]([OH:10])=[O:9])=[CH:4][C:3]=1[CH2:15][N:16]1[C:24]2[C:19](=[CH:20][CH:21]=[C:22]([O:25][C:26]([F:28])([F:27])[F:29])[CH:23]=2)[C:18]([C:30]2[C:34]3[CH:35]=[CH:36][C:37]([O:39][CH3:40])=[CH:38][C:33]=3[O:32][N:31]=2)=[C:17]1[CH3:41]. The catalyst class is: 5. (4) Reactant: Cl[C:2]1[CH:3]=[CH:4][C:5]([S:8]([N:11]([CH2:13][C:14]2[CH:19]=[CH:18][C:17]([O:20][CH3:21])=[CH:16][CH:15]=2)[CH3:12])(=[O:10])=[O:9])=[N:6][CH:7]=1.[OH:22][CH2:23][C@@H:24]1[O:28][C:27]([C:29]2[NH:33][C:32]([C:34]3[CH:35]=[C:36]([OH:46])[CH:37]=[C:38]([O:40][C@@H:41]([CH3:45])[CH2:42][O:43][CH3:44])[CH:39]=3)=[CH:31][CH:30]=2)=[N:26][CH2:25]1.C(=O)([O-])[O-].[K+].[K+].O. Product: [OH:22][CH2:23][C@@H:24]1[O:28][C:27]([C:29]2[NH:33][C:32]([C:34]3[CH:35]=[C:36]([CH:37]=[C:38]([O:40][C@@H:41]([CH3:45])[CH2:42][O:43][CH3:44])[CH:39]=3)[O:46][C:2]3[CH:3]=[CH:4][C:5]([S:8]([N:11]([CH2:13][C:14]4[CH:19]=[CH:18][C:17]([O:20][CH3:21])=[CH:16][CH:15]=4)[CH3:12])(=[O:10])=[O:9])=[N:6][CH:7]=3)=[CH:31][CH:30]=2)=[N:26][CH2:25]1. The catalyst class is: 9. (5) Reactant: [Cl:1][C:2]1[N:7]=[C:6](Cl)[CH:5]=[CH:4][N:3]=1.[CH3:9][O:10][C:11]1[CH:12]=[C:13]2[C:18](=[CH:19][CH:20]=1)[NH:17][CH2:16][CH2:15][CH2:14]2.C(N(C(C)C)CC)(C)C. Product: [Cl:1][C:2]1[N:7]=[C:6]([N:17]2[C:18]3[C:13](=[CH:12][C:11]([O:10][CH3:9])=[CH:20][CH:19]=3)[CH2:14][CH2:15][CH2:16]2)[CH:5]=[CH:4][N:3]=1. The catalyst class is: 51.